Dataset: Forward reaction prediction with 1.9M reactions from USPTO patents (1976-2016). Task: Predict the product of the given reaction. (1) Given the reactants [C:1]1([C:7]2[NH:11][CH:10]=[C:9]([CH:12]=[O:13])[CH:8]=2)[CH:6]=[CH:5][CH:4]=[CH:3][CH:2]=1.[H-].[Na+].C1OCCOCCOCCOCCOC1.[Cl:31][C:32]1[N:37]=[CH:36][C:35]([S:38](Cl)(=[O:40])=[O:39])=[CH:34][CH:33]=1, predict the reaction product. The product is: [Cl:31][C:32]1[N:37]=[CH:36][C:35]([S:38]([N:11]2[C:7]([C:1]3[CH:6]=[CH:5][CH:4]=[CH:3][CH:2]=3)=[CH:8][C:9]([CH:12]=[O:13])=[CH:10]2)(=[O:40])=[O:39])=[CH:34][CH:33]=1. (2) Given the reactants [C:9](O[C:9]([O:11][C:12]([CH3:15])([CH3:14])[CH3:13])=[O:10])([O:11][C:12]([CH3:15])([CH3:14])[CH3:13])=[O:10].[C:16]1([NH2:23])[CH:21]=[CH:20][CH:19]=[CH:18][C:17]=1[NH2:22].C(N(CC)CC)C, predict the reaction product. The product is: [C:12]([O:11][C:9](=[O:10])[NH:22][C:17]1[CH:18]=[CH:19][CH:20]=[CH:21][C:16]=1[NH2:23])([CH3:13])([CH3:14])[CH3:15]. (3) Given the reactants [Cl:1][C:2]1[CH:3]=[C:4]([C:14]2[N:15]=[C:16]([CH:29]3[CH2:31][CH2:30]3)[S:17][C:18]=2[C:19]2[CH:24]=[CH:23][N:22]=[C:21](S(C)(=O)=O)[N:20]=2)[C:5]([F:13])=[C:6]([NH:8][S:9]([CH3:12])(=[O:11])=[O:10])[CH:7]=1.[NH2:32][CH2:33][C@@H:34]([NH:36][C:37](=[O:43])[O:38][C:39]([CH3:42])([CH3:41])[CH3:40])[CH3:35], predict the reaction product. The product is: [Cl:1][C:2]1[CH:7]=[C:6]([NH:8][S:9]([CH3:12])(=[O:10])=[O:11])[C:5]([F:13])=[C:4]([C:14]2[N:15]=[C:16]([CH:29]3[CH2:31][CH2:30]3)[S:17][C:18]=2[C:19]2[CH:24]=[CH:23][N:22]=[C:21]([NH:32][CH2:33][C@@H:34]([NH:36][C:37](=[O:43])[O:38][C:39]([CH3:42])([CH3:41])[CH3:40])[CH3:35])[N:20]=2)[CH:3]=1. (4) Given the reactants Br[C:2]1[CH:3]=[CH:4][C:5]([C:8]2[NH:9][C:10]([CH:13]([C:21]3[CH:26]=[CH:25][C:24]([S:27]([CH:30]4[CH2:32][CH2:31]4)(=[O:29])=[O:28])=[CH:23][CH:22]=3)[CH2:14][CH:15]3[CH2:20][CH2:19][O:18][CH2:17][CH2:16]3)=[CH:11][CH:12]=2)=[N:6][CH:7]=1.[SH:33][CH2:34][CH2:35][OH:36], predict the reaction product. The product is: [CH:30]1([S:27]([C:24]2[CH:25]=[CH:26][C:21]([CH:13]([C:10]3[NH:9][C:8]([C:5]4[N:6]=[CH:7][C:2]([S:33][CH2:34][CH2:35][OH:36])=[CH:3][CH:4]=4)=[CH:12][CH:11]=3)[CH2:14][CH:15]3[CH2:20][CH2:19][O:18][CH2:17][CH2:16]3)=[CH:22][CH:23]=2)(=[O:29])=[O:28])[CH2:32][CH2:31]1. (5) Given the reactants N1C=CC=N[CH:2]=1.C([N:9]([CH2:12][CH3:13])[CH2:10][CH3:11])C.[CH:14](O)([CH3:16])[CH3:15], predict the reaction product. The product is: [CH:14]([N:9]([CH:10]([CH3:11])[CH3:2])[CH2:12][CH3:13])([CH3:16])[CH3:15].